Task: Predict which catalyst facilitates the given reaction.. Dataset: Catalyst prediction with 721,799 reactions and 888 catalyst types from USPTO (1) Reactant: [Br:1][C:2]1[C:3]([CH3:9])=[C:4]([CH:6]=[CH:7][CH:8]=1)[NH2:5].[CH2:10]([O:17][C:18]([NH:20][CH:21]([CH2:25][CH2:26][S:27][CH3:28])[C:22](O)=[O:23])=[O:19])[C:11]1[CH:16]=[CH:15][CH:14]=[CH:13][CH:12]=1.ON1C2N=CC=CC=2N=N1.C(N(C(C)C)CC)(C)C.C(Cl)CCl. Product: [Br:1][C:2]1[C:3]([CH3:9])=[C:4]([NH:5][C:22](=[O:23])[CH:21]([NH:20][C:18](=[O:19])[O:17][CH2:10][C:11]2[CH:16]=[CH:15][CH:14]=[CH:13][CH:12]=2)[CH2:25][CH2:26][S:27][CH3:28])[CH:6]=[CH:7][CH:8]=1. The catalyst class is: 744. (2) Reactant: ClC([O:4][CH2:5][CH:6](C)C)=O.[CH3:9][C:10]1[N:11](CC(O)=O)[C:12]([N+:15]([O-:17])=[O:16])=[CH:13][N:14]=1.CN1CCOCC1.Cl.[F:30][C:31]([F:38])([C:34]([F:37])([F:36])[F:35])[CH2:32][NH2:33]. Product: [CH3:9][C:10]1[NH:11][C:12]([N+:15]([O-:17])=[O:16])=[CH:13][N:14]=1.[F:30][C:31]([F:38])([C:34]([F:37])([F:36])[F:35])[CH2:32][NH:33][C:5](=[O:4])[CH3:6]. The catalyst class is: 1. (3) Reactant: [Cl:1][C:2]1[CH:7]=[CH:6][C:5]([C:8]2[CH:9]=[N:10][CH:11]=[C:12]3[C:17]=2[N:16]=[C:15]([C:18]([OH:20])=O)[CH:14]=[CH:13]3)=[CH:4][CH:3]=1.C(N(CC)C(C)C)(C)C.F[P-](F)(F)(F)(F)F.N1(OC(N(C)C)=[N+](C)C)C2N=CC=CC=2N=N1.[F:54][C:55]([F:59])([F:58])[CH2:56][NH2:57]. Product: [Cl:1][C:2]1[CH:3]=[CH:4][C:5]([C:8]2[CH:9]=[N:10][CH:11]=[C:12]3[C:17]=2[N:16]=[C:15]([C:18]([NH:57][CH2:56][C:55]([F:59])([F:58])[F:54])=[O:20])[CH:14]=[CH:13]3)=[CH:6][CH:7]=1. The catalyst class is: 9. (4) Reactant: [Cl:1][C:2]1[CH:7]=[C:6]([C:8]([O:17][Si:18]([CH2:23][CH3:24])([CH2:21][CH3:22])[CH2:19][CH3:20])([C:13]([F:16])([F:15])[F:14])[C:9]([F:12])([F:11])[F:10])[CH:5]=[CH:4][C:3]=1[NH:25][C:26](=O)[CH3:27].B.C1COCC1. Product: [Cl:1][C:2]1[CH:7]=[C:6]([C:8]([O:17][Si:18]([CH2:19][CH3:20])([CH2:21][CH3:22])[CH2:23][CH3:24])([C:13]([F:14])([F:15])[F:16])[C:9]([F:12])([F:11])[F:10])[CH:5]=[CH:4][C:3]=1[NH:25][CH2:26][CH3:27]. The catalyst class is: 1.